This data is from Catalyst prediction with 721,799 reactions and 888 catalyst types from USPTO. The task is: Predict which catalyst facilitates the given reaction. Reactant: [N:1]1([C:15]([O:17][C:18]([CH3:21])([CH3:20])[CH3:19])=[O:16])[CH2:6][CH2:5][C:4]([C:11]([O:13]C)=[O:12])([C:7]([O:9][CH3:10])=[O:8])[CH2:3][CH2:2]1.[Li+].[OH-].Cl. Product: [C:18]([O:17][C:15]([N:1]1[CH2:2][CH2:3][C:4]([C:7]([O:9][CH3:10])=[O:8])([C:11]([OH:13])=[O:12])[CH2:5][CH2:6]1)=[O:16])([CH3:21])([CH3:20])[CH3:19]. The catalyst class is: 1.